Dataset: Full USPTO retrosynthesis dataset with 1.9M reactions from patents (1976-2016). Task: Predict the reactants needed to synthesize the given product. (1) Given the product [CH:20]1([CH2:27][C:28]([NH:1][C:2]2[CH:11]=[CH:10][CH:9]=[C:8]3[C:3]=2[CH:4]=[CH:5][N:6]([CH2:13][CH:14]2[CH2:15][CH2:16][O:17][CH2:18][CH2:19]2)[C:7]3=[O:12])=[O:29])[CH2:26][CH2:25][CH2:24][CH2:23][CH2:22][CH2:21]1, predict the reactants needed to synthesize it. The reactants are: [NH2:1][C:2]1[CH:11]=[CH:10][CH:9]=[C:8]2[C:3]=1[CH:4]=[CH:5][N:6]([CH2:13][CH:14]1[CH2:19][CH2:18][O:17][CH2:16][CH2:15]1)[C:7]2=[O:12].[CH:20]1([CH2:27][C:28](O)=[O:29])[CH2:26][CH2:25][CH2:24][CH2:23][CH2:22][CH2:21]1.F[P-](F)(F)(F)(F)F.FC(N(C)C)=[N+](C)C.C(N(CC)C(C)C)(C)C.C(Cl)Cl. (2) Given the product [O:10]1[CH:11]=[CH:12][CH:13]=[C:9]1[C:5]1[O:6][C:7]([CH3:8])=[C:3]([CH2:2][O:25][C:22]2[CH:21]=[CH:20][C:19]([CH2:18][C:26]([O:27][CH3:32])=[O:29])=[CH:24][CH:23]=2)[N:4]=1, predict the reactants needed to synthesize it. The reactants are: Cl[CH2:2][C:3]1[N:4]=[C:5]([C:9]2[O:10][CH:11]=[CH:12][CH:13]=2)[O:6][C:7]=1[CH3:8].C(O[CH2:18][C:19]1[CH:24]=[CH:23][C:22]([OH:25])=[CH:21][CH:20]=1)(=O)C.[C:26](=[O:29])([O-])[O-:27].[K+].[K+].[CH3:32]N(C)C=O. (3) Given the product [Br:17][CH2:13][C:10]1[CH:11]=[CH:12][C:7]([C:4]2[N:3]=[C:2]([CH3:1])[O:6][N:5]=2)=[CH:8][C:9]=1[N+:14]([O-:16])=[O:15], predict the reactants needed to synthesize it. The reactants are: [CH3:1][C:2]1[O:6][N:5]=[C:4]([C:7]2[CH:12]=[CH:11][C:10]([CH3:13])=[C:9]([N+:14]([O-:16])=[O:15])[CH:8]=2)[N:3]=1.[Br:17]N1C(=O)CCC1=O. (4) The reactants are: I[CH3:2].[CH3:3][N:4]1[CH:14]=[N:13][C:6]([CH2:7][C@@H:8]([C:10]([OH:12])=[O:11])[NH2:9])=[CH:5]1. Given the product [CH3:3][N:4]1[CH2:14][N:13]([CH3:2])[C:6]([CH2:7][C@@H:8]([C:10]([OH:12])=[O:11])[NH2:9])=[CH:5]1, predict the reactants needed to synthesize it. (5) Given the product [CH3:13][O:14][CH2:15][CH2:16][O:17][C:18]1[CH:19]=[C:20]([NH:21][C:11]([NH:10][C:7]2[CH:6]=[CH:5][C:4]([N+:1]([O-:3])=[O:2])=[CH:9][CH:8]=2)=[O:12])[CH:22]=[CH:23][CH:24]=1, predict the reactants needed to synthesize it. The reactants are: [N+:1]([C:4]1[CH:9]=[CH:8][C:7]([N:10]=[C:11]=[O:12])=[CH:6][CH:5]=1)([O-:3])=[O:2].[CH3:13][O:14][CH2:15][CH2:16][O:17][C:18]1[CH:19]=[C:20]([CH:22]=[CH:23][CH:24]=1)[NH2:21]. (6) Given the product [CH3:19][C:20]([S@:23]([NH:25][CH:14]([C:11]1[CH:12]=[N:13][C:8]([O:7][CH2:6][CH2:5][O:4][CH2:3][C:2]([F:18])([F:17])[F:1])=[CH:9][CH:10]=1)[CH3:15])=[O:24])([CH3:22])[CH3:21], predict the reactants needed to synthesize it. The reactants are: [F:1][C:2]([F:18])([F:17])[CH2:3][O:4][CH2:5][CH2:6][O:7][C:8]1[N:13]=[CH:12][C:11]([C:14](=O)[CH3:15])=[CH:10][CH:9]=1.[CH3:19][C:20]([S@:23]([NH2:25])=[O:24])([CH3:22])[CH3:21].